This data is from Catalyst prediction with 721,799 reactions and 888 catalyst types from USPTO. The task is: Predict which catalyst facilitates the given reaction. (1) Product: [Cl:1][C:2]1[CH:3]=[C:4]([CH2:20][C:21]([OH:23])=[O:22])[CH:5]=[CH:6][C:7]=1[NH:8][C:9]([N:11]1[C:19]2[C:14](=[CH:15][CH:16]=[CH:17][CH:18]=2)[CH2:13][CH2:12]1)=[O:10]. Reactant: [Cl:1][C:2]1[CH:3]=[C:4]([CH2:20][C:21]([O:23]CC)=[O:22])[CH:5]=[CH:6][C:7]=1[NH:8][C:9]([N:11]1[C:19]2[C:14](=[CH:15][CH:16]=[CH:17][CH:18]=2)[CH2:13][CH2:12]1)=[O:10].[OH-].[Na+].C1COCC1. The catalyst class is: 33. (2) Reactant: [C:1]1([C:7]2([C:13](O)=[O:14])[CH2:12][CH2:11][NH:10][CH2:9][CH2:8]2)[CH:6]=[CH:5][CH:4]=[CH:3][CH:2]=1.[H-].[Al+3].[Li+].[H-].[H-].[H-].O.[OH-].[Na+]. Product: [C:1]1([C:7]2([CH2:13][OH:14])[CH2:8][CH2:9][NH:10][CH2:11][CH2:12]2)[CH:2]=[CH:3][CH:4]=[CH:5][CH:6]=1. The catalyst class is: 1. (3) Reactant: [O:1]1[C:5]2[CH:6]=[CH:7][CH:8]=[CH:9][C:4]=2[CH:3]=[C:2]1[C:10]1[N:14]2[N:15]=[C:16](Cl)[CH:17]=[CH:18][C:13]2=[N:12][CH:11]=1.[NH2:20][CH2:21][CH:22]([C:24]1[CH:29]=[CH:28][C:27]([F:30])=[CH:26][CH:25]=1)[OH:23]. Product: [O:1]1[C:5]2[CH:6]=[CH:7][CH:8]=[CH:9][C:4]=2[CH:3]=[C:2]1[C:10]1[N:14]2[N:15]=[C:16]([NH:20][CH2:21][CH:22]([C:24]3[CH:29]=[CH:28][C:27]([F:30])=[CH:26][CH:25]=3)[OH:23])[CH:17]=[CH:18][C:13]2=[N:12][CH:11]=1. The catalyst class is: 51. (4) Reactant: [C:1]1([CH2:7][CH2:8]/[CH:9]=[CH:10]/[CH2:11][CH2:12][C:13]([OH:15])=[O:14])[CH:6]=[CH:5][CH:4]=[CH:3][CH:2]=1.[CH:16](=[O:25])CCC1C=CC=CC=1.[Li].C(O[PH+](CC(OCC)=O)OCC)C.[Br-].[Na].C(OCC)(=O)CC(OCC)=O. Product: [CH3:16][O:25][C:4]1[CH:5]=[CH:6][C:1]([CH2:7][CH2:8]/[CH:9]=[CH:10]/[CH2:11][CH2:12][C:13]([OH:15])=[O:14])=[CH:2][CH:3]=1. The catalyst class is: 7. (5) Reactant: [N:1]1([C:6]([C:8]2[CH:9]=[C:10]([CH:12]=[C:13]([C:15]([N:17]3[CH2:21][CH2:20][CH2:19][CH2:18]3)=[O:16])[CH:14]=2)[NH2:11])=[O:7])[CH2:5][CH2:4][CH2:3][CH2:2]1.Cl[C:23]1[C:32]2[C:27](=[CH:28][C:29]([Cl:33])=[CH:30][CH:31]=2)[N:26]=[CH:25][CH:24]=1.Cl. Product: [N:1]1([C:6]([C:8]2[CH:9]=[C:10]([NH:11][C:23]3[C:32]4[C:27](=[CH:28][C:29]([Cl:33])=[CH:30][CH:31]=4)[N:26]=[CH:25][CH:24]=3)[CH:12]=[C:13]([C:15]([N:17]3[CH2:18][CH2:19][CH2:20][CH2:21]3)=[O:16])[CH:14]=2)=[O:7])[CH2:5][CH2:4][CH2:3][CH2:2]1. The catalyst class is: 8. (6) Reactant: [CH3:1][C:2]1([CH3:47])[C@@H:5]([C:6]([N:8]2[CH2:13][CH2:12][CH2:11][CH2:10][CH2:9]2)=[O:7])[CH2:4][C@H:3]1[NH:14][C:15]([C@:17]12[CH2:43][CH2:42][C@@H:41]([C:44]([CH3:46])=[CH2:45])[CH:18]1[C@@H:19]1[C@@:32]([CH3:35])([CH2:33][CH2:34]2)[C@@:31]2([CH3:36])[C@@H:22]([C@:23]3([CH3:40])[C@@H:28]([CH2:29][CH2:30]2)[C:27]([CH3:38])([CH3:37])[C@@H:26]([OH:39])[CH2:25][CH2:24]3)[CH2:21][CH2:20]1)=[O:16].[CH2:48]([Zn]CC)C.C1(C)C=CC=CC=1.ICI. Product: [CH3:1][C:2]1([CH3:47])[C@@H:5]([C:6]([N:8]2[CH2:9][CH2:10][CH2:11][CH2:12][CH2:13]2)=[O:7])[CH2:4][C@H:3]1[NH:14][C:15]([C@:17]12[CH2:43][CH2:42][C@@H:41]([C:44]3([CH3:48])[CH2:46][CH2:45]3)[CH:18]1[C@@H:19]1[C@@:32]([CH3:35])([CH2:33][CH2:34]2)[C@@:31]2([CH3:36])[C@@H:22]([C@:23]3([CH3:40])[C@@H:28]([CH2:29][CH2:30]2)[C:27]([CH3:37])([CH3:38])[C@@H:26]([OH:39])[CH2:25][CH2:24]3)[CH2:21][CH2:20]1)=[O:16]. The catalyst class is: 4. (7) Reactant: C(OC([N:8]([CH2:28][C:29]1[S:33][C:32]([C:34]([O:36][CH2:37]C)=[O:35])=[N:31][N:30]=1)[C:9]1[CH:14]=[C:13]([O:15][CH2:16][C@H:17]2[CH2:19][C@@H:18]2[C:20]2[CH:25]=[CH:24][C:23]([CH3:26])=[CH:22][N:21]=2)[N:12]=[C:11]([CH3:27])[N:10]=1)=O)(C)(C)C. Product: [CH3:27][C:11]1[N:10]=[C:9]([NH:8][CH2:28][C:29]2[S:33][C:32]([C:34]([O:36][CH3:37])=[O:35])=[N:31][N:30]=2)[CH:14]=[C:13]([O:15][CH2:16][C@H:17]2[CH2:19][C@@H:18]2[C:20]2[CH:25]=[CH:24][C:23]([CH3:26])=[CH:22][N:21]=2)[N:12]=1. The catalyst class is: 67. (8) Reactant: C([O:8][C:9](=[O:39])[CH:10]([C:21]1[CH:26]=[CH:25][C:24]([NH:27][S:28]([C:31]2[C:32]([CH3:38])=[N:33][N:34]([CH3:37])[C:35]=2[Cl:36])(=[O:30])=[O:29])=[CH:23][N:22]=1)C(OCC1C=CC=CC=1)=O)C1C=CC=CC=1. Product: [Cl:36][C:35]1[N:34]([CH3:37])[N:33]=[C:32]([CH3:38])[C:31]=1[S:28]([NH:27][C:24]1[CH:25]=[CH:26][C:21]([CH2:10][C:9]([OH:39])=[O:8])=[N:22][CH:23]=1)(=[O:30])=[O:29]. The catalyst class is: 78. (9) Reactant: Cl[CH2:2][C:3]1[O:4][CH:5]=[C:6]([CH3:8])[N:7]=1.[C-:9]#[N:10].[K+]. Product: [CH3:8][C:6]1[N:7]=[C:3]([CH2:2][C:9]#[N:10])[O:4][CH:5]=1. The catalyst class is: 144.